Dataset: Full USPTO retrosynthesis dataset with 1.9M reactions from patents (1976-2016). Task: Predict the reactants needed to synthesize the given product. (1) Given the product [Br:1][C:2]1[CH:10]=[CH:9][C:8]([C:11]([O:13][CH3:14])=[O:12])=[C:7]2[C:3]=1[CH:4]=[C:5]([C:39]1[CH2:38][N:37]([C:40]([O:42][C:43]([CH3:46])([CH3:45])[CH3:44])=[O:41])[CH2:36][CH:35]=1)[N:6]2[S:15]([C:18]1[CH:24]=[CH:23][C:21]([CH3:22])=[CH:20][CH:19]=1)(=[O:17])=[O:16], predict the reactants needed to synthesize it. The reactants are: [Br:1][C:2]1[CH:10]=[CH:9][C:8]([C:11]([O:13][CH3:14])=[O:12])=[C:7]2[C:3]=1[CH:4]=[C:5](I)[N:6]2[S:15]([C:18]1[CH:24]=[CH:23][C:21]([CH3:22])=[CH:20][CH:19]=1)(=[O:17])=[O:16].O.CC1(C)C(C)(C)OB([C:35]2[CH2:36][N:37]([C:40]([O:42][C:43]([CH3:46])([CH3:45])[CH3:44])=[O:41])[CH2:38][CH:39]=2)O1.C([O-])([O-])=O.[Na+].[Na+]. (2) Given the product [C:45]([O:44][C:42]([N:38]1[CH2:39][CH2:40][CH2:41][CH:37]1[C:34]1[NH:33][C:32]([C:25]2[CH:26]=[CH:27][C:28]3[C:29]4[C:30](=[CH:31][C:18]([C:15]5[NH:14][C:13]([CH:9]6[CH2:10][CH2:11][CH2:12][N:8]6[C:6]([O:5][C:1]([CH3:3])([CH3:4])[CH3:2])=[O:7])=[N:17][CH:16]=5)=[CH:19][CH:20]=4)[CH2:22][C:23]=3[CH:24]=2)=[CH:36][N:35]=1)=[O:43])([CH3:47])([CH3:46])[CH3:48], predict the reactants needed to synthesize it. The reactants are: [C:1]([O:5][C:6]([N:8]1[CH2:12][CH2:11][CH2:10][CH:9]1[C:13]1[NH:14][C:15]([C:18]2[CH:31]=[CH:30][C:29]3[C:28]4[C:23](=[CH:24][C:25]([C:32]5[NH:33][C:34]([CH:37]6[CH2:41][CH2:40][CH2:39][N:38]6[C:42]([O:44][C:45]([CH3:48])([CH3:47])[CH3:46])=[O:43])=[N:35][CH:36]=5)=[CH:26][CH:27]=4)[CH2:22]C[C:20]=3[CH:19]=2)=[CH:16][N:17]=1)=[O:7])([CH3:4])([CH3:3])[CH3:2].CC1(C)C(C)(C)OB(C2C=CC3C4C(=CC(B5OC(C)(C)C(C)(C)O5)=CC=4)CC=3C=2)O1.